Dataset: Full USPTO retrosynthesis dataset with 1.9M reactions from patents (1976-2016). Task: Predict the reactants needed to synthesize the given product. (1) Given the product [Cl:27][C:28]1[CH:29]=[C:30]([CH2:53][I:25])[CH:31]=[CH:32][C:33]=1[C:34]1[N:38]=[C:37]([C:39]2[N:40]=[C:41]3[C:46]([Cl:47])=[CH:45][C:44]([C:48]([F:51])([F:50])[F:49])=[CH:43][N:42]3[CH:52]=2)[O:36][N:35]=1, predict the reactants needed to synthesize it. The reactants are: C1(P(C2C=CC=CC=2)C2C=CC=CC=2)C=CC=CC=1.N1C=CN=C1.[I:25]I.[Cl:27][C:28]1[CH:29]=[C:30]([CH2:53]O)[CH:31]=[CH:32][C:33]=1[C:34]1[N:38]=[C:37]([C:39]2[N:40]=[C:41]3[C:46]([Cl:47])=[CH:45][C:44]([C:48]([F:51])([F:50])[F:49])=[CH:43][N:42]3[CH:52]=2)[O:36][N:35]=1. (2) Given the product [CH3:23][S:24]([C:2]1[CH:3]=[C:4]([CH2:12][OH:13])[CH:5]=[C:6]([C:8]([F:11])([F:10])[F:9])[CH:7]=1)(=[O:26])=[O:25], predict the reactants needed to synthesize it. The reactants are: Br[C:2]1[CH:3]=[C:4]([CH2:12][OH:13])[CH:5]=[C:6]([C:8]([F:11])([F:10])[F:9])[CH:7]=1.[Na+].N1CCC[C@H]1C([O-])=O.[CH3:23][S:24]([O-:26])=[O:25].[Na+].O. (3) Given the product [F:3][C:4]1[C:5]([CH2:16][N:17]([CH3:25])[C:18](=[O:24])[O:19][C:20]([CH3:21])([CH3:22])[CH3:23])=[CH:6][N:7]([S:46]([C:43]2[CH:44]=[CH:45][O:41][CH:42]=2)(=[O:48])=[O:47])[C:8]=1[C:9]1[C:10]([F:15])=[N:11][CH:12]=[CH:13][CH:14]=1, predict the reactants needed to synthesize it. The reactants are: [H-].[Na+].[F:3][C:4]1[C:5]([CH2:16][N:17]([CH3:25])[C:18](=[O:24])[O:19][C:20]([CH3:23])([CH3:22])[CH3:21])=[CH:6][NH:7][C:8]=1[C:9]1[C:10]([F:15])=[N:11][CH:12]=[CH:13][CH:14]=1.C1OCCOCCOCCOCCOC1.[O:41]1[CH:45]=[CH:44][C:43]([S:46](Cl)(=[O:48])=[O:47])=[CH:42]1. (4) Given the product [I:1][C@@H:2]([C@H:15]([C@@H:14]([C@@H:13]([CH2:18][OH:19])[OH:12])[OH:17])[OH:16])[CH:3]=[O:4], predict the reactants needed to synthesize it. The reactants are: [I:1][C@H:2]1[C@@H:15]([OH:16])[C@H:14]([OH:17])[C@@H:13]([CH2:18][OH:19])[O:12][C@@H:3]1[O:4][Si](CC)(CC)CC.C([Si](CC)(CC)O[C@@H]1O[C@H](CO)[C@@H](O)[C@H](O)[C@@H]1I)C.O.FC(F)(F)C(O)=O. (5) Given the product [NH2:10][C@H:11]1[CH2:15][C@@H:14]([N:16]2[CH:24]=[N:23][C:22]3[C:17]2=[N:18][C:19]([N:40]2[CH2:44][CH2:43][C@@H:42]([NH:45][C:46]([NH:48][CH2:49][C:50]4[CH:55]=[CH:54][CH:53]=[CH:52][N:51]=4)=[O:47])[CH2:41]2)=[N:20][C:21]=3[NH:25][CH2:26][CH:27]([C:28]2[CH:29]=[CH:30][CH:31]=[CH:32][CH:33]=2)[C:34]2[CH:39]=[CH:38][CH:37]=[CH:36][CH:35]=2)[C@H:13]([OH:56])[C@@H:12]1[OH:57], predict the reactants needed to synthesize it. The reactants are: C(OC(=O)[NH:10][C@H:11]1[CH2:15][C@@H:14]([N:16]2[CH:24]=[N:23][C:22]3[C:17]2=[N:18][C:19]([N:40]2[CH2:44][CH2:43][C@@H:42]([NH:45][C:46]([NH:48][CH2:49][C:50]4[CH:55]=[CH:54][CH:53]=[CH:52][N:51]=4)=[O:47])[CH2:41]2)=[N:20][C:21]=3[NH:25][CH2:26][CH:27]([C:34]2[CH:39]=[CH:38][CH:37]=[CH:36][CH:35]=2)[C:28]2[CH:33]=[CH:32][CH:31]=[CH:30][CH:29]=2)[C@H:13]([OH:56])[C@@H:12]1[OH:57])C1C=CC=CC=1. (6) Given the product [Cl:20][C:13]1[C:14]([F:19])=[CH:15][CH:16]=[C:17]([Cl:18])[C:12]=1[CH:10]([O:9][C:4]1[C:5]([NH2:8])=[N:6][CH:7]=[C:2]([C:25]2[CH:24]=[CH:23][C:22]([P:32]([CH3:33])([CH3:31])=[O:34])=[CH:27][N:26]=2)[CH:3]=1)[CH3:11], predict the reactants needed to synthesize it. The reactants are: Br[C:2]1[CH:3]=[C:4]([O:9][CH:10]([C:12]2[C:17]([Cl:18])=[CH:16][CH:15]=[C:14]([F:19])[C:13]=2[Cl:20])[CH3:11])[C:5]([NH2:8])=[N:6][CH:7]=1.Br[C:22]1[CH:23]=[CH:24][C:25](B(O)O)=[N:26][CH:27]=1.[CH3:31][PH:32](=[O:34])[CH3:33]. (7) Given the product [C:73]([O:72][C:70]([N:9]1[CH2:2][CH2:3][CH2:4][O:5][CH2:6][C@H:7]1[CH3:8])=[O:71])([CH3:76])([CH3:75])[CH3:74], predict the reactants needed to synthesize it. The reactants are: O[CH2:2][CH2:3][CH2:4][O:5][CH2:6][C@H:7]([NH:9]S(C1C=CC=CC=1[N+]([O-])=O)(=O)=O)[CH3:8].C1(P(C2C=CC=CC=2)C2C=CC=CC=2)C=CC=CC=1.N(C(OCC)=O)=NC(OCC)=O.C1(C)C=CC=CC=1.C(O)(=O)CS.O.[OH-].[Li+].[OH-].[Na+].[C:70](O[C:70]([O:72][C:73]([CH3:76])([CH3:75])[CH3:74])=[O:71])([O:72][C:73]([CH3:76])([CH3:75])[CH3:74])=[O:71]. (8) Given the product [CH2:38]([O:39][CH2:40][CH2:41][O:42][CH2:43][CH2:44][O:24][C:23](=[O:25])[C@@H:22]([NH:21][C:19]([C:15]1[C:16]([CH3:18])=[N:17][C:12]([NH:11][CH2:10][CH2:9][CH2:8][C:4]2[CH:5]=[CH:6][CH:7]=[C:2]([OH:1])[CH:3]=2)=[N:13][C:14]=1[CH3:35])=[O:20])[CH2:26][NH:27][C:28]([C:30]1[S:31][CH:32]=[CH:33][CH:34]=1)=[O:29])[CH3:37], predict the reactants needed to synthesize it. The reactants are: [OH:1][C:2]1[CH:3]=[C:4]([CH2:8][CH2:9][CH2:10][NH:11][C:12]2[N:17]=[C:16]([CH3:18])[C:15]([C:19]([NH:21][C@@H:22]([CH2:26][NH:27][C:28]([C:30]3[S:31][CH:32]=[CH:33][CH:34]=3)=[O:29])[C:23]([OH:25])=[O:24])=[O:20])=[C:14]([CH3:35])[N:13]=2)[CH:5]=[CH:6][CH:7]=1.Br[CH2:37][CH2:38][O:39][CH2:40][CH2:41][O:42][CH2:43][CH3:44].[I-].[Na+].C(N(CC)CC)C. (9) Given the product [CH:20]1([C:19]2[O:18][N:17]=[C:16]([C:23]3[C:28]([Cl:29])=[CH:27][CH:26]=[CH:25][C:24]=3[Cl:30])[C:15]=2[CH2:14][O:12][CH:8]2[CH2:7][C@H:6]3[CH2:11][C@@H:9]2[CH2:10][C:2]23[O:3][CH2:4][CH2:5][O:1]2)[CH2:22][CH2:21]1, predict the reactants needed to synthesize it. The reactants are: [O:1]1[CH2:5][CH2:4][O:3][C:2]21[CH2:10][C@H:9]1[CH2:11][C@@H:6]2[CH2:7][CH:8]1[OH:12].Cl[CH2:14][C:15]1[C:16]([C:23]2[C:28]([Cl:29])=[CH:27][CH:26]=[CH:25][C:24]=2[Cl:30])=[N:17][O:18][C:19]=1[CH:20]1[CH2:22][CH2:21]1.